Dataset: NCI-60 drug combinations with 297,098 pairs across 59 cell lines. Task: Regression. Given two drug SMILES strings and cell line genomic features, predict the synergy score measuring deviation from expected non-interaction effect. (1) Drug 1: C1CCC(CC1)NC(=O)N(CCCl)N=O. Drug 2: C1=NC2=C(N1)C(=S)N=C(N2)N. Cell line: HOP-92. Synergy scores: CSS=30.4, Synergy_ZIP=-10.9, Synergy_Bliss=-5.02, Synergy_Loewe=-25.1, Synergy_HSA=-1.89. (2) Drug 1: CN(CC1=CN=C2C(=N1)C(=NC(=N2)N)N)C3=CC=C(C=C3)C(=O)NC(CCC(=O)O)C(=O)O. Drug 2: CCC1(C2=C(COC1=O)C(=O)N3CC4=CC5=C(C=CC(=C5CN(C)C)O)N=C4C3=C2)O.Cl. Cell line: A549. Synergy scores: CSS=50.9, Synergy_ZIP=-7.08, Synergy_Bliss=-9.41, Synergy_Loewe=-10.6, Synergy_HSA=-5.53. (3) Drug 1: CC12CCC(CC1=CCC3C2CCC4(C3CC=C4C5=CN=CC=C5)C)O. Drug 2: C1=NNC2=C1C(=O)NC=N2. Cell line: HCT-15. Synergy scores: CSS=8.07, Synergy_ZIP=-0.817, Synergy_Bliss=4.62, Synergy_Loewe=-3.70, Synergy_HSA=0.746. (4) Drug 1: CS(=O)(=O)C1=CC(=C(C=C1)C(=O)NC2=CC(=C(C=C2)Cl)C3=CC=CC=N3)Cl. Cell line: HOP-92. Drug 2: CN(C(=O)NC(C=O)C(C(C(CO)O)O)O)N=O. Synergy scores: CSS=8.99, Synergy_ZIP=-1.16, Synergy_Bliss=2.49, Synergy_Loewe=2.37, Synergy_HSA=2.48. (5) Drug 1: CCCS(=O)(=O)NC1=C(C(=C(C=C1)F)C(=O)C2=CNC3=C2C=C(C=N3)C4=CC=C(C=C4)Cl)F. Drug 2: CN(C)N=NC1=C(NC=N1)C(=O)N. Cell line: K-562. Synergy scores: CSS=19.3, Synergy_ZIP=7.29, Synergy_Bliss=12.8, Synergy_Loewe=-32.3, Synergy_HSA=10.1. (6) Drug 1: CC1=C2C(C(=O)C3(C(CC4C(C3C(C(C2(C)C)(CC1OC(=O)C(C(C5=CC=CC=C5)NC(=O)OC(C)(C)C)O)O)OC(=O)C6=CC=CC=C6)(CO4)OC(=O)C)OC)C)OC. Drug 2: CC1=C(C(=O)C2=C(C1=O)N3CC4C(C3(C2COC(=O)N)OC)N4)N. Cell line: SW-620. Synergy scores: CSS=53.0, Synergy_ZIP=-2.11, Synergy_Bliss=-4.07, Synergy_Loewe=0.751, Synergy_HSA=2.72. (7) Drug 1: CC1=CC=C(C=C1)C2=CC(=NN2C3=CC=C(C=C3)S(=O)(=O)N)C(F)(F)F. Drug 2: CCC1=C2CN3C(=CC4=C(C3=O)COC(=O)C4(CC)O)C2=NC5=C1C=C(C=C5)O. Cell line: UACC-257. Synergy scores: CSS=-0.0280, Synergy_ZIP=0.582, Synergy_Bliss=4.25, Synergy_Loewe=-14.0, Synergy_HSA=-2.55.